From a dataset of Reaction yield outcomes from USPTO patents with 853,638 reactions. Predict the reaction yield, written as a fraction of the theoretical maximum amount of product (1.0 means a 100% yield; for example, 0.34 means a 34% yield). The reactants are [CH3:1][C:2]1[CH:7]=[CH:6][C:5]([S:8]([N:11]2[CH:15]=[C:14]([CH:16]=O)[N:13]=[C:12]2[C:18]2[CH:23]=[CH:22][CH:21]=[CH:20][CH:19]=2)(=[O:10])=[O:9])=[CH:4][CH:3]=1.[Cl-].[CH3:25][NH3+:26].[BH4-].[Na+].[C:29](=O)([O-])O.[Na+]. The catalyst is C(O)C. The product is [CH3:25][N:26]([CH3:29])[CH2:16][C:14]1[N:13]=[C:12]([C:18]2[CH:19]=[CH:20][CH:21]=[CH:22][CH:23]=2)[N:11]([S:8]([C:5]2[CH:4]=[CH:3][C:2]([CH3:1])=[CH:7][CH:6]=2)(=[O:9])=[O:10])[CH:15]=1. The yield is 0.290.